This data is from Peptide-MHC class II binding affinity with 134,281 pairs from IEDB. The task is: Regression. Given a peptide amino acid sequence and an MHC pseudo amino acid sequence, predict their binding affinity value. This is MHC class II binding data. (1) The peptide sequence is EIESCRKNSCECNFE. The MHC is DRB1_0901 with pseudo-sequence DRB1_0901. The binding affinity (normalized) is 0.0851. (2) The peptide sequence is SLFIGLKGDIRESTV. The MHC is DRB1_0301 with pseudo-sequence DRB1_0301. The binding affinity (normalized) is 0.734.